This data is from Peptide-MHC class I binding affinity with 185,985 pairs from IEDB/IMGT. The task is: Regression. Given a peptide amino acid sequence and an MHC pseudo amino acid sequence, predict their binding affinity value. This is MHC class I binding data. (1) The peptide sequence is TISSESLVY. The MHC is HLA-A31:01 with pseudo-sequence HLA-A31:01. The binding affinity (normalized) is 0.0531. (2) The peptide sequence is RTLLGLILFV. The MHC is HLA-A02:02 with pseudo-sequence HLA-A02:02. The binding affinity (normalized) is 0.497. (3) The peptide sequence is TQIGCTLNF. The MHC is HLA-B45:01 with pseudo-sequence HLA-B45:01. The binding affinity (normalized) is 0.268. (4) The peptide sequence is YLAPSYRNF. The MHC is HLA-A23:01 with pseudo-sequence HLA-A23:01. The binding affinity (normalized) is 0.710.